Dataset: Full USPTO retrosynthesis dataset with 1.9M reactions from patents (1976-2016). Task: Predict the reactants needed to synthesize the given product. Given the product [CH3:31][O:30][C:19]1[CH:20]=[C:21]([N:24]2[CH2:29][CH2:28][O:27][CH2:26][CH2:25]2)[CH:22]=[CH:23][C:18]=1[C:16]1[O:17][C:13]([C:3]2[C:4]([C:7]3[CH:12]=[CH:11][CH:10]=[CH:9][CH:8]=3)=[N:5][O:6][C:2]=2[N:34]([CH3:35])[CH3:33])=[N:14][N:15]=1, predict the reactants needed to synthesize it. The reactants are: Cl[C:2]1[O:6][N:5]=[C:4]([C:7]2[CH:12]=[CH:11][CH:10]=[CH:9][CH:8]=2)[C:3]=1[C:13]1[O:17][C:16]([C:18]2[CH:23]=[CH:22][C:21]([N:24]3[CH2:29][CH2:28][O:27][CH2:26][CH2:25]3)=[CH:20][C:19]=2[O:30][CH3:31])=[N:15][N:14]=1.Cl.[CH3:33][NH:34][CH3:35].C(=O)([O-])[O-].[K+].[K+].